From a dataset of Full USPTO retrosynthesis dataset with 1.9M reactions from patents (1976-2016). Predict the reactants needed to synthesize the given product. (1) Given the product [F:16][C:17]1[CH:18]=[C:19]([CH:23]=[C:24]([C:26]([F:29])([F:28])[F:27])[CH:25]=1)[C:20]([N:11]=[C:9]1[N:8]([CH:31]([CH2:36][CH3:37])[C:32]([OH:34])=[O:33])[C:7]2[CH:12]=[CH:13][C:4]([O:3][C:2]([F:1])([F:14])[F:15])=[CH:5][C:6]=2[S:10]1)=[O:21], predict the reactants needed to synthesize it. The reactants are: [F:1][C:2]([F:15])([F:14])[O:3][C:4]1[CH:13]=[CH:12][C:7]2[N:8]=[C:9]([NH2:11])[S:10][C:6]=2[CH:5]=1.[F:16][C:17]1[CH:18]=[C:19]([CH:23]=[C:24]([C:26]([F:29])([F:28])[F:27])[CH:25]=1)[C:20](Cl)=[O:21].Br[CH:31]([CH2:36][CH3:37])[C:32]([O:34]C)=[O:33].COC1C=CC2N=C(N)SC=2C=1.ClC1C=C(C=CC=1)C(Cl)=O.BrCC(OCC)=O. (2) Given the product [C@@H:23]12[CH2:24][N:18]([CH2:17][CH2:16][CH2:15][CH2:14][N:3]3[C:4]4[CH:13]=[CH:12][CH:11]=[CH:10][C:5]=4[C:6](=[O:9])[CH2:7][CH2:8][C:2]3=[O:1])[C@H:19]1[CH2:20][NH:21][CH2:22]2, predict the reactants needed to synthesize it. The reactants are: [O:1]=[C:2]1[CH2:8][CH2:7][C:6](=[O:9])[C:5]2[CH:10]=[CH:11][CH:12]=[CH:13][C:4]=2[N:3]1[CH2:14][CH2:15][CH2:16][CH2:17][N:18]1[CH2:24][C@H:23]2[C@@H:19]1[CH2:20][N:21](C(OCC1C=CC=CC=1)=O)[CH2:22]2.[H][H]. (3) Given the product [CH3:61][O:54][C:53]([C@:10]12[O:32][C@:13]([C:33]3[CH:38]=[CH:37][C:36]([Cl:39])=[C:35]([CH2:40][C:41]4[CH:46]=[CH:45][C:44]([O:47][CH2:48][C:49]([F:51])([F:50])[F:52])=[CH:43][CH:42]=4)[CH:34]=3)([O:12][CH2:11]1)[C@H:14]([O:24][CH2:25][C:26]1[CH:31]=[CH:30][CH:29]=[CH:28][CH:27]=1)[C@@H:15]([O:16][CH2:17][C:18]1[CH:23]=[CH:22][CH:21]=[CH:20][CH:19]=1)[C@@H:9]2[O:8][CH2:1][C:2]1[CH:7]=[CH:6][CH:5]=[CH:4][CH:3]=1)=[O:55], predict the reactants needed to synthesize it. The reactants are: [CH2:1]([O:8][C@H:9]1[C@H:15]([O:16][CH2:17][C:18]2[CH:23]=[CH:22][CH:21]=[CH:20][CH:19]=2)[C@@H:14]([O:24][CH2:25][C:26]2[CH:31]=[CH:30][CH:29]=[CH:28][CH:27]=2)[C@:13]2([C:33]3[CH:38]=[CH:37][C:36]([Cl:39])=[C:35]([CH2:40][C:41]4[CH:46]=[CH:45][C:44]([O:47][CH2:48][C:49]([F:52])([F:51])[F:50])=[CH:43][CH:42]=4)[CH:34]=3)[O:32][C@@:10]1([C:53]([OH:55])=[O:54])[CH2:11][O:12]2)[C:2]1[CH:7]=[CH:6][CH:5]=[CH:4][CH:3]=1.S(=O)(=O)(O)O.[C:61](=O)(O)[O-].[Na+]. (4) Given the product [CH3:1][O:2][C:3]1[C:11]([O:12][CH3:13])=[CH:10][C:9]2[C:5](=[CH:6][N:7]([CH2:35][O:34][CH2:33][CH2:32][Si:29]([CH3:31])([CH3:30])[CH3:28])[N:8]=2)[CH:4]=1, predict the reactants needed to synthesize it. The reactants are: [CH3:1][O:2][C:3]1[CH:4]=[C:5]2[C:9](=[CH:10][C:11]=1[O:12][CH3:13])[NH:8][N:7]=[CH:6]2.C1(C(N)C2CCCCC2)CCCCC1.[CH3:28][Si:29]([CH2:32][CH2:33][O:34][CH2:35]Cl)([CH3:31])[CH3:30].CCOC(C)=O. (5) Given the product [CH2:1]([N:3]([CH2:4][CH3:5])[C:16](=[O:20])[CH2:17][C:18]#[N:19])[CH3:2], predict the reactants needed to synthesize it. The reactants are: [CH2:1]([NH:3][CH2:4][CH3:5])[CH3:2].C([Li])CCCCC.C(O[C:16](=[O:20])[CH2:17][C:18]#[N:19])C.